Dataset: Forward reaction prediction with 1.9M reactions from USPTO patents (1976-2016). Task: Predict the product of the given reaction. (1) Given the reactants [Cl:1][C:2]1[CH:7]=[C:6]([Cl:8])[C:5]([Cl:9])=[CH:4][C:3]=1S(Cl)(=O)=O.CN1C=CN=C1.[CH3:20][O:21][N:22]=[CH:23][C@@H:24]([F:45])[C@H:25]([O:37][CH2:38][C:39]1[CH:44]=[CH:43][CH:42]=[CH:41][CH:40]=1)[C@H:26]([OH:36])[CH2:27][O:28][CH2:29][C:30]1[CH:35]=[CH:34][CH:33]=[CH:32][CH:31]=1.C(=O)([O-])O.[Na+], predict the reaction product. The product is: [CH3:20][O:21][N:22]=[CH:23][C@@H:24]([F:45])[C@H:25]([O:37][CH2:38][C:39]1[CH:44]=[CH:43][CH:42]=[CH:41][CH:40]=1)[C@H:26]([O:36][C:3]1[CH:4]=[C:5]([Cl:9])[C:6]([Cl:8])=[CH:7][C:2]=1[Cl:1])[CH2:27][O:28][CH2:29][C:30]1[CH:31]=[CH:32][CH:33]=[CH:34][CH:35]=1. (2) Given the reactants [C:1]1(=[O:6])[CH2:5][CH2:4][CH2:3][CH2:2]1.[OH-].[Na+].P(=O)(O)(O)O.P([O-])([O-])([O-])=O.[Na+].[Na+].[Na+].[CH:22](=[O:27])[CH2:23][CH2:24][CH2:25][CH3:26], predict the reaction product. The product is: [OH:27][CH:22]([CH:2]1[CH2:3][CH2:4][CH2:5][C:1]1=[O:6])[CH2:23][CH2:24][CH2:25][CH3:26]. (3) The product is: [Br:3][C:4]1[CH:5]=[N:6][CH:7]=[C:8]([CH:13]=1)[C:9]([NH:1][NH2:2])=[O:10]. Given the reactants [NH2:1][NH2:2].[Br:3][C:4]1[CH:5]=[N:6][CH:7]=[C:8]([CH:13]=1)[C:9](OC)=[O:10], predict the reaction product. (4) Given the reactants [Br:1][C:2]1[CH:9]=[CH:8][C:5]([C:6]#[N:7])=[C:4]([CH3:10])[CH:3]=1.[C:11](OC(=O)C)(=[O:13])[CH3:12].[BH4-].[Na+], predict the reaction product. The product is: [Br:1][C:2]1[CH:9]=[CH:8][C:5]([CH2:6][NH:7][C:11](=[O:13])[CH3:12])=[C:4]([CH3:10])[CH:3]=1. (5) Given the reactants [C:1]1(C#C)C=CC=C[CH:2]=1.[C:9]1([C:16]#[C:17][C:18]2[CH:23]=[CH:22][CH:21]=[CH:20][CH:19]=2)[C:10](Br)=[CH:11][CH:12]=[CH:13][CH:14]=1.C[Si](C#C)(C)C, predict the reaction product. The product is: [C:9]1([C:16]#[C:17][C:18]2[CH:23]=[CH:22][CH:21]=[CH:20][CH:19]=2)[CH:14]=[CH:13][CH:12]=[CH:11][C:10]=1[C:1]#[CH:2].